From a dataset of NCI-60 drug combinations with 297,098 pairs across 59 cell lines. Regression. Given two drug SMILES strings and cell line genomic features, predict the synergy score measuring deviation from expected non-interaction effect. (1) Drug 1: CC12CCC3C(C1CCC2=O)CC(=C)C4=CC(=O)C=CC34C. Synergy scores: CSS=15.0, Synergy_ZIP=-16.2, Synergy_Bliss=-28.9, Synergy_Loewe=-29.6, Synergy_HSA=-27.1. Cell line: HCT116. Drug 2: C(CN)CNCCSP(=O)(O)O. (2) Synergy scores: CSS=66.1, Synergy_ZIP=4.91, Synergy_Bliss=4.66, Synergy_Loewe=4.42, Synergy_HSA=7.78. Cell line: SK-OV-3. Drug 1: CC1=C2C(C(=O)C3(C(CC4C(C3C(C(C2(C)C)(CC1OC(=O)C(C(C5=CC=CC=C5)NC(=O)C6=CC=CC=C6)O)O)OC(=O)C7=CC=CC=C7)(CO4)OC(=O)C)O)C)OC(=O)C. Drug 2: CN1C=C(C=N1)C2=C3N=C(C(=C(N3N=C2)N)Br)C4CCCNC4. (3) Drug 1: C1=NC2=C(N1)C(=S)N=C(N2)N. Drug 2: C1CN1P(=S)(N2CC2)N3CC3. Cell line: HT29. Synergy scores: CSS=29.8, Synergy_ZIP=1.33, Synergy_Bliss=4.57, Synergy_Loewe=-14.1, Synergy_HSA=4.28. (4) Drug 1: CNC(=O)C1=CC=CC=C1SC2=CC3=C(C=C2)C(=NN3)C=CC4=CC=CC=N4. Drug 2: C1=NC2=C(N=C(N=C2N1C3C(C(C(O3)CO)O)F)Cl)N. Cell line: UACC62. Synergy scores: CSS=7.65, Synergy_ZIP=1.05, Synergy_Bliss=-0.842, Synergy_Loewe=-7.17, Synergy_HSA=-0.757. (5) Drug 1: CCC1(CC2CC(C3=C(CCN(C2)C1)C4=CC=CC=C4N3)(C5=C(C=C6C(=C5)C78CCN9C7C(C=CC9)(C(C(C8N6C)(C(=O)OC)O)OC(=O)C)CC)OC)C(=O)OC)O.OS(=O)(=O)O. Drug 2: CCCCC(=O)OCC(=O)C1(CC(C2=C(C1)C(=C3C(=C2O)C(=O)C4=C(C3=O)C=CC=C4OC)O)OC5CC(C(C(O5)C)O)NC(=O)C(F)(F)F)O. Cell line: SF-268. Synergy scores: CSS=34.4, Synergy_ZIP=-0.123, Synergy_Bliss=-3.56, Synergy_Loewe=-2.83, Synergy_HSA=-4.06. (6) Drug 1: CC1C(C(CC(O1)OC2CC(CC3=C2C(=C4C(=C3O)C(=O)C5=C(C4=O)C(=CC=C5)OC)O)(C(=O)CO)O)N)O.Cl. Drug 2: C1=CC=C(C(=C1)C(C2=CC=C(C=C2)Cl)C(Cl)Cl)Cl. Cell line: NCIH23. Synergy scores: CSS=32.6, Synergy_ZIP=14.8, Synergy_Bliss=20.9, Synergy_Loewe=-55.6, Synergy_HSA=-0.521. (7) Cell line: MALME-3M. Drug 1: CC1C(C(CC(O1)OC2CC(CC3=C2C(=C4C(=C3O)C(=O)C5=C(C4=O)C(=CC=C5)OC)O)(C(=O)CO)O)N)O.Cl. Drug 2: CCC1=CC2CC(C3=C(CN(C2)C1)C4=CC=CC=C4N3)(C5=C(C=C6C(=C5)C78CCN9C7C(C=CC9)(C(C(C8N6C)(C(=O)OC)O)OC(=O)C)CC)OC)C(=O)OC.C(C(C(=O)O)O)(C(=O)O)O. Synergy scores: CSS=44.4, Synergy_ZIP=3.08, Synergy_Bliss=1.30, Synergy_Loewe=-8.38, Synergy_HSA=-2.13.